This data is from Peptide-MHC class I binding affinity with 185,985 pairs from IEDB/IMGT. The task is: Regression. Given a peptide amino acid sequence and an MHC pseudo amino acid sequence, predict their binding affinity value. This is MHC class I binding data. (1) The peptide sequence is ISIKLTDSL. The MHC is HLA-A24:02 with pseudo-sequence HLA-A24:02. The binding affinity (normalized) is 0.242. (2) The peptide sequence is YTPSKLIEY. The MHC is HLA-A24:02 with pseudo-sequence HLA-A24:02. The binding affinity (normalized) is 0. (3) The binding affinity (normalized) is 0.329. The MHC is HLA-A26:03 with pseudo-sequence HLA-A26:03. The peptide sequence is VYSFDESSF. (4) The peptide sequence is GLIVLPFYK. The MHC is HLA-A26:02 with pseudo-sequence HLA-A26:02. The binding affinity (normalized) is 0.0847. (5) The peptide sequence is KIFKVTGEF. The MHC is HLA-B27:03 with pseudo-sequence HLA-B27:03. The binding affinity (normalized) is 0.0847.